Dataset: Catalyst prediction with 721,799 reactions and 888 catalyst types from USPTO. Task: Predict which catalyst facilitates the given reaction. Reactant: [C:1]([O:5][C:6]([C:8]1[C:9]([C:23]2[CH:28]=[CH:27][C:26]([C:29]3([C:32]([O:34][CH2:35][CH3:36])=[O:33])[CH2:31][CH2:30]3)=[CH:25][CH:24]=2)=[CH:10][CH:11]=[C:12](B2OC(C)(C)C(C)(C)O2)[CH:13]=1)=[O:7])([CH3:4])([CH3:3])[CH3:2].Br[C:38]1[S:39][CH:40]=[CH:41][C:42]=1[C:43]([NH2:45])=[O:44].C(=O)([O-])[O-].[Na+].[Na+].O. Product: [C:1]([O:5][C:6]([C:8]1[C:9]([C:23]2[CH:28]=[CH:27][C:26]([C:29]3([C:32]([O:34][CH2:35][CH3:36])=[O:33])[CH2:30][CH2:31]3)=[CH:25][CH:24]=2)=[CH:10][CH:11]=[C:12]([C:38]2[S:39][CH:40]=[CH:41][C:42]=2[C:43](=[O:44])[NH2:45])[CH:13]=1)=[O:7])([CH3:3])([CH3:4])[CH3:2]. The catalyst class is: 77.